Dataset: Peptide-MHC class I binding affinity with 185,985 pairs from IEDB/IMGT. Task: Regression. Given a peptide amino acid sequence and an MHC pseudo amino acid sequence, predict their binding affinity value. This is MHC class I binding data. (1) The peptide sequence is STSFYLISIFL. The MHC is Mamu-A01 with pseudo-sequence Mamu-A01. The binding affinity (normalized) is 0.476. (2) The peptide sequence is SEEEGSLKL. The MHC is HLA-B40:01 with pseudo-sequence HLA-B40:01. The binding affinity (normalized) is 0.590. (3) The peptide sequence is VAAKGAPAL. The MHC is HLA-B15:17 with pseudo-sequence HLA-B15:17. The binding affinity (normalized) is 0.811. (4) The peptide sequence is DEPASTEPVHDQLL. The MHC is HLA-B40:01 with pseudo-sequence HLA-B40:01. The binding affinity (normalized) is 0.0239. (5) The MHC is Mamu-A07 with pseudo-sequence Mamu-A07. The peptide sequence is YHSNVKELVF. The binding affinity (normalized) is 0.832. (6) The peptide sequence is YVIKKSSPL. The MHC is HLA-C15:02 with pseudo-sequence HLA-C15:02. The binding affinity (normalized) is 0.235. (7) The peptide sequence is VAPTGTISL. The MHC is BoLA-AW10 with pseudo-sequence BoLA-AW10. The binding affinity (normalized) is 0.371. (8) The peptide sequence is KTSVDCNMY. The MHC is HLA-A01:01 with pseudo-sequence HLA-A01:01. The binding affinity (normalized) is 0.576.